Dataset: Full USPTO retrosynthesis dataset with 1.9M reactions from patents (1976-2016). Task: Predict the reactants needed to synthesize the given product. Given the product [F:1][C:2]1[CH:7]=[CH:6][C:5]([NH:8][C:9]([C:11]2([C:14]([NH:16][C:17]3[CH:22]=[CH:21][C:20]([O:23][C:24]4[N:32]=[CH:31][N:30]=[C:29]5[C:25]=4[N:26]=[CH:27][NH:28]5)=[CH:19][CH:18]=3)=[O:15])[CH2:13][CH2:12]2)=[O:10])=[CH:4][CH:3]=1, predict the reactants needed to synthesize it. The reactants are: [F:1][C:2]1[CH:7]=[CH:6][C:5]([NH:8][C:9]([C:11]2([C:14]([NH:16][C:17]3[CH:22]=[CH:21][C:20]([O:23][C:24]4[N:32]=[CH:31][N:30]=[C:29]5[C:25]=4[N:26]=[CH:27][N:28]5C4CCCCO4)=[CH:19][CH:18]=3)=[O:15])[CH2:13][CH2:12]2)=[O:10])=[CH:4][CH:3]=1.Cl.